Dataset: Catalyst prediction with 721,799 reactions and 888 catalyst types from USPTO. Task: Predict which catalyst facilitates the given reaction. (1) Reactant: C1(C)C=CC=CC=1.[Na].[CH3:9][CH:10]([CH3:19])[CH2:11][CH2:12][CH2:13][CH2:14][CH2:15][C:16]([O-])=[O:17]. Product: [CH3:9][CH:10]([CH3:19])[CH2:11][CH2:12][CH2:13][CH2:14][CH2:15][CH2:16][OH:17]. The catalyst class is: 5. (2) Reactant: C1(P(C2C=CC=CC=2)C2C=CC=CC=2)C=CC=CC=1.[CH3:20][C:21]1[CH:29]=[C:28]([C:30]([NH:32][CH2:33][C:34]2[CH:39]=[CH:38][CH:37]=[C:36]([O:40][Si:41]([C:44]([CH3:47])([CH3:46])[CH3:45])([CH3:43])[CH3:42])[CH:35]=2)=[O:31])[CH:27]=[C:26]([CH3:48])[C:22]=1[C:23](O)=[O:24].ClN1C(=O)CCC1=O.[CH3:57][O:58][C:59](=[O:68])[CH:60]([P:62]([O:66][CH3:67])([O:64][CH3:65])=[O:63])[NH2:61].COC(=O)C(P(OC)(OC)=O)NC(OCC1C=CC=CC=1)=O. Product: [CH3:57][O:58][C:59](=[O:68])[CH:60]([P:62]([O:64][CH3:65])([O:66][CH3:67])=[O:63])[NH:61][C:23](=[O:24])[C:22]1[C:21]([CH3:20])=[CH:29][C:28]([C:30]([NH:32][CH2:33][C:34]2[CH:39]=[CH:38][CH:37]=[C:36]([O:40][Si:41]([C:44]([CH3:47])([CH3:46])[CH3:45])([CH3:43])[CH3:42])[CH:35]=2)=[O:31])=[CH:27][C:26]=1[CH3:48]. The catalyst class is: 4. (3) Reactant: [CH3:1][O:2][C:3]1[CH:8]=[C:7]([CH3:9])[C:6]([S:10]([N:13]([CH2:15][C:16]2[O:20][CH:19]=[C:18]([C:21]([OH:23])=O)[CH:17]=2)[CH3:14])(=[O:12])=[O:11])=[C:5]([CH3:24])[CH:4]=1.CCN=C=NCCCN(C)C.C1C=CC2N(O)N=NC=2C=1.CCN(C(C)C)C(C)C.Cl.Cl.[CH3:57][O:58][CH:59]1[CH2:64][CH2:63][CH2:62][N:61]([CH2:65][C:66]2[CH:71]=[CH:70][C:69]([CH2:72][NH:73][CH3:74])=[CH:68][CH:67]=2)[CH2:60]1. Product: [CH3:1][O:2][C:3]1[CH:8]=[C:7]([CH3:9])[C:6]([S:10]([N:13]([CH2:15][C:16]2[O:20][CH:19]=[C:18]([C:21]([N:73]([CH2:72][C:69]3[CH:68]=[CH:67][C:66]([CH2:65][N:61]4[CH2:62][CH2:63][CH2:64][CH:59]([O:58][CH3:57])[CH2:60]4)=[CH:71][CH:70]=3)[CH3:74])=[O:23])[CH:17]=2)[CH3:14])(=[O:12])=[O:11])=[C:5]([CH3:24])[CH:4]=1. The catalyst class is: 2. (4) Reactant: [CH:1]1([CH2:7][N:8]2[C:13](=[O:14])[C:12]([C:15]([NH:17][CH2:18][C:19]([O:21]CC)=[O:20])=[O:16])=[C:11]([OH:24])[C:10]([C:25]([O:27]C)=O)=[C:9]2[OH:29])[CH2:6][CH2:5][CH2:4][CH2:3][CH2:2]1.[CH:30]1([CH2:33][NH2:34])[CH2:32][CH2:31]1.Cl. Product: [CH:1]1([CH2:7][N:8]2[C:9]([OH:29])=[C:10]([C:25]([NH:34][CH2:33][CH:30]3[CH2:32][CH2:31]3)=[O:27])[C:11]([OH:24])=[C:12]([C:15]([NH:17][CH2:18][C:19]([OH:21])=[O:20])=[O:16])[C:13]2=[O:14])[CH2:2][CH2:3][CH2:4][CH2:5][CH2:6]1. The catalyst class is: 22. (5) Reactant: Cl[C:2]1[C:3]2[C:4](=[CH:15][N:16](CC3C=CC(OC)=CC=3)[N:17]=2)[N:5]=[C:6]([C:8]2[CH:13]=[CH:12][CH:11]=[CH:10][C:9]=2[F:14])[N:7]=1.[CH3:27][N:28]([CH2:30][C:31]1[CH:37]=[CH:36][C:34]([NH2:35])=[CH:33][CH:32]=1)[CH3:29].Cl. Product: [CH3:29][N:28]([CH2:30][C:31]1[CH:32]=[CH:33][C:34]([NH:35][C:2]2[C:3]3[NH:17][N:16]=[CH:15][C:4]=3[N:5]=[C:6]([C:8]3[CH:13]=[CH:12][CH:11]=[CH:10][C:9]=3[F:14])[N:7]=2)=[CH:36][CH:37]=1)[CH3:27]. The catalyst class is: 71. (6) Reactant: C[O-].[Na+].[N+](C(C)C)([O-])=[O:5].[Br:10][C:11]1[C:12]([CH2:19]Br)=[N:13][C:14]([CH3:18])=[CH:15][C:16]=1[CH3:17]. Product: [Br:10][C:11]1[C:12]([CH:19]=[O:5])=[N:13][C:14]([CH3:18])=[CH:15][C:16]=1[CH3:17]. The catalyst class is: 5. (7) Reactant: [CH2:1]([O:8][NH:9][CH2:10][C:11]1([C:17]([OH:19])=[O:18])[CH2:16][CH2:15][CH2:14][CH2:13][CH2:12]1)[C:2]1[CH:7]=[CH:6][CH:5]=[CH:4][CH:3]=1.[CH:20](O)=[O:21].C(OC(=O)C)(=O)C.O. Product: [CH2:1]([O:8][N:9]([CH2:10][C:11]1([C:17]([OH:19])=[O:18])[CH2:16][CH2:15][CH2:14][CH2:13][CH2:12]1)[CH:20]=[O:21])[C:2]1[CH:7]=[CH:6][CH:5]=[CH:4][CH:3]=1. The catalyst class is: 4.